From a dataset of Forward reaction prediction with 1.9M reactions from USPTO patents (1976-2016). Predict the product of the given reaction. Given the reactants Br[C:2]1[CH:3]=[C:4]([C@H:8]([OH:10])[CH3:9])[CH:5]=[CH:6][CH:7]=1.[CH2:11]([Sn](CCCC)(CCCC)C=C)[CH2:12]CC, predict the reaction product. The product is: [CH:11]([C:2]1[CH:3]=[C:4]([C@H:8]([OH:10])[CH3:9])[CH:5]=[CH:6][CH:7]=1)=[CH2:12].